This data is from Reaction yield outcomes from USPTO patents with 853,638 reactions. The task is: Predict the reaction yield, written as a fraction of the theoretical maximum amount of product (1.0 means a 100% yield; for example, 0.34 means a 34% yield). (1) The reactants are CON(C)[C:4]([CH:6]1[CH2:15][CH2:14][C:9]2([O:13][CH2:12][CH2:11][O:10]2)[CH2:8][CH2:7]1)=[O:5].C[Mg+].[Br-].[CH2:20](OCC)C.[NH4+].[Cl-]. The catalyst is C1COCC1. The product is [O:10]1[C:9]2([CH2:8][CH2:7][CH:6]([C:4](=[O:5])[CH3:20])[CH2:15][CH2:14]2)[O:13][CH2:12][CH2:11]1. The yield is 0.860. (2) The reactants are [N:1]1([CH2:6][CH2:7][CH2:8][CH2:9][NH2:10])[CH2:5][CH2:4][CH2:3][CH2:2]1.[CH3:11][C:12]1[C:13]([CH:19]=O)=[N:14][CH:15]=[C:16]([CH3:18])[CH:17]=1.C([O-])([O-])=O.[K+].[K+].[BH4-].[Na+]. The catalyst is CO.O. The product is [CH3:11][C:12]1[C:13]([CH2:19][NH:10][CH2:9][CH2:8][CH2:7][CH2:6][N:1]2[CH2:5][CH2:4][CH2:3][CH2:2]2)=[N:14][CH:15]=[C:16]([CH3:18])[CH:17]=1. The yield is 0.330. (3) The reactants are [CH:1]1([C:4]2[N:5]=[C:6]3[C:12]([C:13]([OH:15])=O)=[CH:11][NH:10][C:7]3=[N:8][CH:9]=2)[CH2:3][CH2:2]1.[NH2:16][C@@H:17]([CH:22]1[CH2:24][CH2:23]1)[C:18]([CH3:21])([OH:20])[CH3:19].C(Cl)CCl.C1C=CC2N(O)N=NC=2C=1.CCN(C(C)C)C(C)C. The catalyst is CN(C=O)C. The product is [CH:22]1([C@H:17]([NH:16][C:13]([C:12]2[C:6]3[C:7](=[N:8][CH:9]=[C:4]([CH:1]4[CH2:2][CH2:3]4)[N:5]=3)[NH:10][CH:11]=2)=[O:15])[C:18]([OH:20])([CH3:21])[CH3:19])[CH2:24][CH2:23]1. The yield is 0.130. (4) The yield is 0.720. The catalyst is C1COCC1.O. The reactants are [CH3:1][O:2][C:3]([CH3:35])([CH3:34])[C:4]#[C:5][C:6]1[S:10][C:9]([C:11]([O:13]C)=[O:12])=[C:8]([N:15]([C:25]([C@H:27]2[CH2:32][CH2:31][C@H:30]([CH3:33])[CH2:29][CH2:28]2)=[O:26])[CH2:16][C:17]([N:19]2[CH2:24][CH2:23][O:22][CH2:21][CH2:20]2)=[O:18])[CH:7]=1.O[Li].O.Cl. The product is [CH3:1][O:2][C:3]([CH3:34])([CH3:35])[C:4]#[C:5][C:6]1[S:10][C:9]([C:11]([OH:13])=[O:12])=[C:8]([N:15]([C:25]([C@H:27]2[CH2:32][CH2:31][C@H:30]([CH3:33])[CH2:29][CH2:28]2)=[O:26])[CH2:16][C:17]([N:19]2[CH2:24][CH2:23][O:22][CH2:21][CH2:20]2)=[O:18])[CH:7]=1.